From a dataset of Forward reaction prediction with 1.9M reactions from USPTO patents (1976-2016). Predict the product of the given reaction. (1) Given the reactants Br[CH2:2]/[CH:3]=[CH:4]/[C:5]([NH:7][C:8]1[CH:9]=[C:10]2[C:15](=[CH:16][C:17]=1[O:18][CH3:19])[N:14]=[CH:13][N:12]=[C:11]2[NH:20][C:21]1[CH:26]=[CH:25][C:24]([O:27][CH2:28][C:29]2[CH:34]=[CH:33][CH:32]=[CH:31][N:30]=2)=[C:23]([Cl:35])[CH:22]=1)=[O:6].CCN(C(C)C)C(C)C.[O:45]1[C@H:50]2[CH2:51][NH:52][CH2:53][C@H:49]2[O:48][CH2:47][CH2:46]1.O, predict the reaction product. The product is: [Cl:35][C:23]1[CH:22]=[C:21]([NH:20][C:11]2[C:10]3[C:15](=[CH:16][C:17]([O:18][CH3:19])=[C:8]([NH:7][C:5](=[O:6])/[CH:4]=[CH:3]/[CH2:2][N:52]4[CH2:51][C@H:50]5[O:45][CH2:46][CH2:47][O:48][C@H:49]5[CH2:53]4)[CH:9]=3)[N:14]=[CH:13][N:12]=2)[CH:26]=[CH:25][C:24]=1[O:27][CH2:28][C:29]1[CH:34]=[CH:33][CH:32]=[CH:31][N:30]=1. (2) Given the reactants [Br:1][C:2]1[CH:3]=[CH:4][C:5]([CH2:12][CH2:13][C:14]2[CH:19]=[CH:18][CH:17]=[C:16]([O:20][CH3:21])[C:15]=2[CH3:22])=[C:6]([CH2:8][C:9](O)=O)[CH:7]=1.O=P12OP3(OP(OP(O3)(O1)=O)(=O)O2)=O.[OH-:37].[Na+], predict the reaction product. The product is: [Br:1][C:2]1[CH:3]=[CH:4][C:5]2[CH2:12][CH2:13][C:14]3[C:15]([CH3:22])=[C:16]([O:20][CH3:21])[CH:17]=[CH:18][C:19]=3[C:9](=[O:37])[CH2:8][C:6]=2[CH:7]=1. (3) Given the reactants Cl[C:2]1[CH:3]=[CH:4][C:5]2[N:6]([CH:8]=[CH:9][N:10]=2)[N:7]=1.[NH2:11][C@H:12]1[CH2:17][CH2:16][C@H:15]([OH:18])[CH2:14][CH2:13]1.CC(C)([O-])C.[Na+].ClCCl, predict the reaction product. The product is: [N:10]1[CH:9]=[CH:8][N:6]2[C:5]=1[CH:4]=[CH:3][C:2]([NH:11][C@H:12]1[CH2:17][CH2:16][C@H:15]([OH:18])[CH2:14][CH2:13]1)=[N:7]2. (4) Given the reactants C[O:2][C:3]([C:5]1[C:17]2[C:16]3[C:11](=[CH:12][CH:13]=[C:14]([Cl:18])[CH:15]=3)[N:10]([CH3:19])[C:9]=2[C:8]([O:20][CH3:21])=[CH:7][CH:6]=1)=[O:4], predict the reaction product. The product is: [Cl:18][C:14]1[CH:15]=[C:16]2[C:11](=[CH:12][CH:13]=1)[N:10]([CH3:19])[C:9]1[C:8]([O:20][CH3:21])=[CH:7][CH:6]=[C:5]([C:3]([OH:4])=[O:2])[C:17]2=1.